Dataset: NCI-60 drug combinations with 297,098 pairs across 59 cell lines. Task: Regression. Given two drug SMILES strings and cell line genomic features, predict the synergy score measuring deviation from expected non-interaction effect. (1) Drug 1: CC12CCC(CC1=CCC3C2CCC4(C3CC=C4C5=CN=CC=C5)C)O. Drug 2: CNC(=O)C1=NC=CC(=C1)OC2=CC=C(C=C2)NC(=O)NC3=CC(=C(C=C3)Cl)C(F)(F)F. Cell line: SNB-19. Synergy scores: CSS=17.7, Synergy_ZIP=-6.26, Synergy_Bliss=-10.1, Synergy_Loewe=-21.1, Synergy_HSA=-12.9. (2) Drug 1: CC1=C2C(C(=O)C3(C(CC4C(C3C(C(C2(C)C)(CC1OC(=O)C(C(C5=CC=CC=C5)NC(=O)OC(C)(C)C)O)O)OC(=O)C6=CC=CC=C6)(CO4)OC(=O)C)O)C)O. Drug 2: CCN(CC)CCCC(C)NC1=C2C=C(C=CC2=NC3=C1C=CC(=C3)Cl)OC. Cell line: OVCAR-8. Synergy scores: CSS=57.9, Synergy_ZIP=-5.54, Synergy_Bliss=-1.80, Synergy_Loewe=-18.5, Synergy_HSA=2.00. (3) Drug 1: C1CC(C1)(C(=O)O)C(=O)O.[NH2-].[NH2-].[Pt+2]. Drug 2: C1CN(P(=O)(OC1)NCCCl)CCCl. Cell line: HCC-2998. Synergy scores: CSS=11.0, Synergy_ZIP=1.79, Synergy_Bliss=9.00, Synergy_Loewe=8.34, Synergy_HSA=4.77. (4) Drug 1: C1CC(CCC1OC2=C(C(=CC=C2)Cl)F)(CC3=NC(=CC=C3)NC4=NC=CS4)C(=O)O. Drug 2: B(C(CC(C)C)NC(=O)C(CC1=CC=CC=C1)NC(=O)C2=NC=CN=C2)(O)O. Cell line: UACC62. Synergy scores: CSS=39.2, Synergy_ZIP=-2.66, Synergy_Bliss=-1.91, Synergy_Loewe=-5.78, Synergy_HSA=-0.708. (5) Drug 1: CCN(CC)CCNC(=O)C1=C(NC(=C1C)C=C2C3=C(C=CC(=C3)F)NC2=O)C. Drug 2: C1CNP(=O)(OC1)N(CCCl)CCCl. Cell line: TK-10. Synergy scores: CSS=9.58, Synergy_ZIP=-3.47, Synergy_Bliss=2.00, Synergy_Loewe=-12.8, Synergy_HSA=1.54. (6) Drug 1: C1CN1P(=S)(N2CC2)N3CC3. Drug 2: CCC1(CC2CC(C3=C(CCN(C2)C1)C4=CC=CC=C4N3)(C5=C(C=C6C(=C5)C78CCN9C7C(C=CC9)(C(C(C8N6C)(C(=O)OC)O)OC(=O)C)CC)OC)C(=O)OC)O.OS(=O)(=O)O. Cell line: M14. Synergy scores: CSS=6.27, Synergy_ZIP=0.137, Synergy_Bliss=2.52, Synergy_Loewe=-3.52, Synergy_HSA=-0.602. (7) Drug 1: CN(CC1=CN=C2C(=N1)C(=NC(=N2)N)N)C3=CC=C(C=C3)C(=O)NC(CCC(=O)O)C(=O)O. Drug 2: C(CN)CNCCSP(=O)(O)O. Cell line: A498. Synergy scores: CSS=3.38, Synergy_ZIP=-6.88, Synergy_Bliss=1.24, Synergy_Loewe=-40.0, Synergy_HSA=-3.72. (8) Drug 1: C1=NC2=C(N=C(N=C2N1C3C(C(C(O3)CO)O)F)Cl)N. Drug 2: CC1=C2C(C(=O)C3(C(CC4C(C3C(C(C2(C)C)(CC1OC(=O)C(C(C5=CC=CC=C5)NC(=O)C6=CC=CC=C6)O)O)OC(=O)C7=CC=CC=C7)(CO4)OC(=O)C)O)C)OC(=O)C. Cell line: U251. Synergy scores: CSS=36.2, Synergy_ZIP=-0.00879, Synergy_Bliss=7.02, Synergy_Loewe=0.406, Synergy_HSA=2.72.